Dataset: Forward reaction prediction with 1.9M reactions from USPTO patents (1976-2016). Task: Predict the product of the given reaction. (1) Given the reactants [Cl:1][C:2]1[CH:3]=[C:4]2[C:9](=[O:10])[O:8][C:6](=O)[C:5]2=[CH:11][C:12]=1[Cl:13].[CH2:14]([NH:19][CH2:20][C:21]([O:23][CH3:24])=[O:22])[C:15]([CH3:18])([CH3:17])[CH3:16].C(=O)([O-])[O-].[K+].[K+].CI.C[O-].[Na+].CO.Cl, predict the reaction product. The product is: [Cl:13][C:12]1[CH:11]=[C:5]2[C:4](=[CH:3][C:2]=1[Cl:1])[C:9](=[O:10])[N:19]([CH2:14][C:15]([CH3:16])([CH3:17])[CH3:18])[C:20]([C:21]([O:23][CH3:24])=[O:22])=[C:6]2[OH:8]. (2) Given the reactants C([O:4][C@@H:5]1[C@@H:10]([O:11]C(=O)C)[C@H:9]([O:15]C(=O)C)[C@@H:8]([CH2:19][O:20]C(=O)C)[O:7][C@H:6]1[C:24]1[CH:25]=[C:26]([C:30]2[CH:35]=[CH:34][C:33]([C@@H:36]3[C@@H:39]([CH2:40][CH2:41][C@@H:42]([C:44]4[CH:49]=[CH:48][C:47]([F:50])=[CH:46][CH:45]=4)[OH:43])[C:38](=[O:51])[N:37]3[C:52]3[CH:57]=[CH:56][CH:55]=[CH:54][CH:53]=3)=[CH:32][CH:31]=2)[CH:27]=[CH:28][CH:29]=1)(=O)C.C(N(CC)CC)C.O, predict the reaction product. The product is: [F:50][C:47]1[CH:48]=[CH:49][C:44]([C@@H:42]([OH:43])[CH2:41][CH2:40][C@H:39]2[C:38](=[O:51])[N:37]([C:52]3[CH:53]=[CH:54][CH:55]=[CH:56][CH:57]=3)[C@@H:36]2[C:33]2[CH:32]=[CH:31][C:30]([C:26]3[CH:27]=[CH:28][CH:29]=[C:24]([C@@H:6]4[O:7][C@H:8]([CH2:19][OH:20])[C@@H:9]([OH:15])[C@H:10]([OH:11])[C@H:5]4[OH:4])[CH:25]=3)=[CH:35][CH:34]=2)=[CH:45][CH:46]=1. (3) Given the reactants [CH:1]([O:4][C:5]1[C:14]2[C:9](=[CH:10][C:11]([C:15]([F:18])([F:17])[F:16])=[CH:12][CH:13]=2)[N:8]=[C:7]([C:19]([O:21]C)=[O:20])[CH:6]=1)([CH3:3])[CH3:2].[OH-].[K+].C(O)C, predict the reaction product. The product is: [CH:1]([O:4][C:5]1[C:14]2[C:9](=[CH:10][C:11]([C:15]([F:16])([F:17])[F:18])=[CH:12][CH:13]=2)[N:8]=[C:7]([C:19]([OH:21])=[O:20])[CH:6]=1)([CH3:3])[CH3:2]. (4) Given the reactants [CH3:1][C:2]1[CH:7]=[CH:6][C:5]([C:8]2[O:9][C:10]([CH3:13])=[N:11][N:12]=2)=[CH:4][C:3]=1[C:14]1[CH:19]=[CH:18][C:17]([C:20]([OH:22])=O)=[CH:16][CH:15]=1.[F:23][C:24]([F:34])([F:33])[C:25]1[CH:32]=[CH:31][CH:30]=[CH:29][C:26]=1[CH2:27][NH2:28], predict the reaction product. The product is: [CH3:1][C:2]1[CH:7]=[CH:6][C:5]([C:8]2[O:9][C:10]([CH3:13])=[N:11][N:12]=2)=[CH:4][C:3]=1[C:14]1[CH:15]=[CH:16][C:17]([C:20]([NH:28][CH2:27][C:26]2[CH:29]=[CH:30][CH:31]=[CH:32][C:25]=2[C:24]([F:23])([F:33])[F:34])=[O:22])=[CH:18][CH:19]=1. (5) Given the reactants [C:1]([C:3]1[CH:8]=[CH:7][C:6]([CH2:9][CH2:10][C:11]([O:13][CH3:14])=[O:12])=[CH:5][CH:4]=1)#[CH:2].[Cl:15][C:16]1[CH:21]=[C:20](I)[CH:19]=[C:18]([Cl:23])[N:17]=1, predict the reaction product. The product is: [Cl:15][C:16]1[CH:21]=[C:20]([C:2]#[C:1][C:3]2[CH:8]=[CH:7][C:6]([CH2:9][CH2:10][C:11]([O:13][CH3:14])=[O:12])=[CH:5][CH:4]=2)[CH:19]=[C:18]([Cl:23])[N:17]=1. (6) Given the reactants [Br:1][C:2]1[CH:7]=[C:6]([CH2:8][C:9]([CH3:12])([CH3:11])[CH3:10])[CH:5]=[CH:4][C:3]=1[CH2:13][CH:14]([CH3:18])[C:15](O)=[O:16].S(Cl)([Cl:21])=O, predict the reaction product. The product is: [Br:1][C:2]1[CH:7]=[C:6]([CH2:8][C:9]([CH3:12])([CH3:11])[CH3:10])[CH:5]=[CH:4][C:3]=1[CH2:13][CH:14]([CH3:18])[C:15]([Cl:21])=[O:16].